From a dataset of Full USPTO retrosynthesis dataset with 1.9M reactions from patents (1976-2016). Predict the reactants needed to synthesize the given product. (1) Given the product [C:1]([O:5][C:6](=[O:21])[N:7]([C:8]1[S:12][C:11]([C:13]2[CH:14]=[N:15][CH:16]=[CH:17][CH:18]=2)=[N:10][C:9]=1[Cl:22])[CH2:19][CH3:20])([CH3:4])([CH3:3])[CH3:2], predict the reactants needed to synthesize it. The reactants are: [C:1]([O:5][C:6](=[O:21])[N:7]([CH2:19][CH3:20])[C:8]1[S:12][C:11]([C:13]2[CH:14]=[N:15][CH:16]=[CH:17][CH:18]=2)=[N:10][CH:9]=1)([CH3:4])([CH3:3])[CH3:2].[Cl:22]N1C(=O)CCC1=O. (2) Given the product [CH3:1][Si:2]([CH3:17])([CH3:16])[CH2:3][CH2:4][O:5][CH2:6][N:7]1[C:11]2=[N:12][CH:13]=[CH:14][CH:15]=[C:10]2[CH2:9][C:8]1=[O:27], predict the reactants needed to synthesize it. The reactants are: [CH3:1][Si:2]([CH3:17])([CH3:16])[CH2:3][CH2:4][O:5][CH2:6][N:7]1[C:11]2=[N:12][CH:13]=[CH:14][CH:15]=[C:10]2[CH:9]=[CH:8]1.C1C=C[NH+]=CC=1.Br[Br-]Br.[O:27]1CCOCC1. (3) The reactants are: [Cl:1][C:2]1[CH:7]=[CH:6][C:5]([C:8]2[N:12]([CH:13]([CH:23]3[CH2:28][CH2:27][CH2:26][CH2:25][CH2:24]3)[CH2:14]OCC3CCCCC3)[C:11]3[CH:29]=[C:30]([F:34])[C:31]([F:33])=[CH:32][C:10]=3[N:9]=2)=[CH:4][CH:3]=1.[Br:35][C:36]1[C:37]([OH:46])=[N:38][CH:39]=[C:40]([CH:45]=1)[C:41]([O:43][CH3:44])=[O:42].C1(P(C2C=CC=CC=2)C2C=CC=CC=2)C=CC=CC=1.N(C(OC(C)(C)C)=O)=NC(OC(C)(C)C)=O. Given the product [CH3:44][O:43][C:41](=[O:42])[C:40]1[CH:45]=[C:36]([Br:35])[C:37]([O:46][CH2:14][CH:13]([N:12]2[C:11]3[CH:29]=[C:30]([F:34])[C:31]([F:33])=[CH:32][C:10]=3[N:9]=[C:8]2[C:5]2[CH:6]=[CH:7][C:2]([Cl:1])=[CH:3][CH:4]=2)[CH:23]2[CH2:24][CH2:25][CH2:26][CH2:27][CH2:28]2)=[N:38][CH:39]=1, predict the reactants needed to synthesize it. (4) Given the product [F:11][C:12]1[CH:13]=[CH:14][C:15]([C:18]2[O:19][C:20]3[CH:31]=[C:30]([N:32]([CH2:8][CH2:9][OH:10])[S:33]([CH3:36])(=[O:34])=[O:35])[C:29]([C:37]4[CH:38]=[CH:39][CH:40]=[CH:41][CH:42]=4)=[CH:28][C:21]=3[C:22]=2[C:23]([O:25][CH2:26][CH3:27])=[O:24])=[CH:16][CH:17]=1, predict the reactants needed to synthesize it. The reactants are: C([O-])([O-])=O.[K+].[K+].Br[CH2:8][CH2:9][OH:10].[F:11][C:12]1[CH:17]=[CH:16][C:15]([C:18]2[O:19][C:20]3[CH:31]=[C:30]([NH:32][S:33]([CH3:36])(=[O:35])=[O:34])[C:29]([C:37]4[CH:42]=[CH:41][CH:40]=[CH:39][CH:38]=4)=[CH:28][C:21]=3[C:22]=2[C:23]([O:25][CH2:26][CH3:27])=[O:24])=[CH:14][CH:13]=1.